From a dataset of TCR-epitope binding with 47,182 pairs between 192 epitopes and 23,139 TCRs. Binary Classification. Given a T-cell receptor sequence (or CDR3 region) and an epitope sequence, predict whether binding occurs between them. (1) Result: 0 (the TCR does not bind to the epitope). The TCR CDR3 sequence is CASSYDRGYEQYF. The epitope is LPRRSGAAGA. (2) The epitope is VVYRGTTTY. The TCR CDR3 sequence is CASSLGGGNEQFF. Result: 1 (the TCR binds to the epitope). (3) The epitope is SQASSRSSSR. The TCR CDR3 sequence is CASSLNTGVKNIQYF. Result: 0 (the TCR does not bind to the epitope). (4) The epitope is YEGNSPFHPL. The TCR CDR3 sequence is CASSLVRGGNEQFF. Result: 0 (the TCR does not bind to the epitope). (5) The epitope is SEISMDNSPNL. The TCR CDR3 sequence is CASSSTWDGSYNEQFF. Result: 0 (the TCR does not bind to the epitope). (6) The epitope is KLWAQCVQL. The TCR CDR3 sequence is CASSLDGAEQFF. Result: 1 (the TCR binds to the epitope). (7) Result: 0 (the TCR does not bind to the epitope). The epitope is HPVGEADYFEY. The TCR CDR3 sequence is CASSFSNRRFTDTQYF.